This data is from Full USPTO retrosynthesis dataset with 1.9M reactions from patents (1976-2016). The task is: Predict the reactants needed to synthesize the given product. (1) Given the product [Cl:1][C:2]1[CH:7]=[C:6]([N:53]2[CH2:58][CH2:57][O:56][CH2:55][CH2:54]2)[N:5]=[C:4]([C:9]([O:11][CH3:12])=[O:10])[CH:3]=1.[Cl:8][C:6]1[N:5]=[C:4]([C:9]([O:11][CH3:12])=[O:10])[CH:3]=[C:2]([N:53]2[CH2:58][CH2:57][O:56][CH2:55][CH2:54]2)[CH:7]=1, predict the reactants needed to synthesize it. The reactants are: [Cl:1][C:2]1[CH:7]=[C:6]([Cl:8])[N:5]=[C:4]([C:9]([O:11][CH3:12])=[O:10])[CH:3]=1.C(=O)([O-])[O-].[K+].[K+].CC(C1C=C(C(C)C)C(C2C=CC=CC=2P(C2CCCCC2)C2CCCCC2)=C(C(C)C)C=1)C.[NH:53]1[CH2:58][CH2:57][O:56][CH2:55][CH2:54]1. (2) Given the product [ClH:28].[C:1]1([S:7]([C:10]2[CH:11]=[C:12]3[C:16](=[CH:17][CH:18]=2)[N:15]([CH2:19][CH2:20][OH:21])[C:14]2[CH2:22][CH:23]4[NH:27][CH:26]([C:13]3=2)[CH2:25][CH2:24]4)(=[O:9])=[O:8])[CH:2]=[CH:3][CH:4]=[CH:5][CH:6]=1, predict the reactants needed to synthesize it. The reactants are: [C:1]1([S:7]([C:10]2[CH:11]=[C:12]3[C:16](=[CH:17][CH:18]=2)[N:15]([CH2:19][CH2:20][OH:21])[C:14]2[CH2:22][CH:23]4[NH:27][CH:26]([C:13]3=2)[CH2:25][CH2:24]4)(=[O:9])=[O:8])[CH:6]=[CH:5][CH:4]=[CH:3][CH:2]=1.[ClH:28]. (3) Given the product [ClH:15].[Br:2][C:3]1[CH:8]=[CH:7][C:6]2[C:20]3[CH2:19][NH:18][CH2:23][CH2:22][C:21]=3[NH:9][C:5]=2[C:4]=1[S:11][CH2:12][CH2:13][CH2:14][Cl:15], predict the reactants needed to synthesize it. The reactants are: Cl.[Br:2][C:3]1[C:4]([S:11][CH2:12][CH2:13][CH2:14][Cl:15])=[C:5]([NH:9]N)[CH:6]=[CH:7][CH:8]=1.O.Cl.[NH:18]1[CH2:23][CH2:22][C:21](=O)[CH2:20][CH2:19]1.Cl. (4) Given the product [N+:11]([C:7]1[N:6]=[CH:5][C:4]2[CH:3]=[CH:2][O:1][C:9]=2[C:8]=1[OH:10])([O-:13])=[O:12], predict the reactants needed to synthesize it. The reactants are: [O:1]1[C:9]2[C:8]([OH:10])=[CH:7][N:6]=[CH:5][C:4]=2[CH:3]=[CH:2]1.[N+:11]([O-])([OH:13])=[O:12]. (5) Given the product [F:45][C:46]1[C:51]([CH3:52])=[C:50]([N:24]2[C:25](=[O:26])[C:15]3=[N:14][N:13]([CH2:12][C:9]4[CH:10]=[CH:11][C:6]([N:1]5[CH:5]=[CH:4][CH:3]=[N:2]5)=[CH:7][CH:8]=4)[C:22]4[CH:21]=[CH:20][CH:19]=[CH:18][C:17]=4[C:16]3=[N:23]2)[CH:49]=[CH:48][N:47]=1, predict the reactants needed to synthesize it. The reactants are: [N:1]1([C:6]2[CH:11]=[CH:10][C:9]([CH2:12][N:13]3[C:22]4[CH:21]=[CH:20][CH:19]=[CH:18][C:17]=4[C:16]4=[N:23][NH:24][C:25](=[O:26])[C:15]4=[N:14]3)=[CH:8][CH:7]=2)[CH:5]=[CH:4][CH:3]=[N:2]1.P([O-])([O-])([O-])=O.[K+].[K+].[K+].CN[C@@H]1CCCC[C@H]1NC.[F:45][C:46]1[C:51]([CH3:52])=[C:50](I)[CH:49]=[CH:48][N:47]=1.C(=O)(O)[O-].[Na+]. (6) Given the product [O:15]=[C:3]1[NH:2][CH2:8][CH2:7][CH:6]([C:9]([O:11][CH2:12][CH3:13])=[O:10])[CH2:5][CH2:4]1, predict the reactants needed to synthesize it. The reactants are: O[N:2]=[C:3]1[CH2:8][CH2:7][CH:6]([C:9]([O:11][CH2:12][CH3:13])=[O:10])[CH2:5][CH2:4]1.S(=O)(=O)(O)[OH:15]. (7) Given the product [CH3:13][N:9]1[C:10]2[C:6](=[CH:5][C:4]([N+:1]([O-:3])=[O:2])=[CH:12][CH:11]=2)[CH2:7][CH2:8]1, predict the reactants needed to synthesize it. The reactants are: [N+:1]([C:4]1[CH:5]=[C:6]2[C:10](=[CH:11][CH:12]=1)[NH:9][CH2:8][CH2:7]2)([O-:3])=[O:2].[C:13](O)(=O)C.C([O-])(=O)C.[Na+].C([BH3-])#N.[Na+].C([O-])(O)=O.[Na+]. (8) The reactants are: [Cl:1][C:2]1[CH:7]=[CH:6][C:5]([C:8]2([CH:18]([C:22]#[N:23])C(O)=O)[CH2:17][CH2:16][C:11]3([O:15][CH2:14][CH2:13][O:12]3)[CH2:10][CH2:9]2)=[CH:4][CH:3]=1. Given the product [Cl:1][C:2]1[CH:7]=[CH:6][C:5]([C:8]2([CH2:18][C:22]#[N:23])[CH2:9][CH2:10][C:11]3([O:12][CH2:13][CH2:14][O:15]3)[CH2:16][CH2:17]2)=[CH:4][CH:3]=1, predict the reactants needed to synthesize it.